From a dataset of Full USPTO retrosynthesis dataset with 1.9M reactions from patents (1976-2016). Predict the reactants needed to synthesize the given product. (1) Given the product [CH3:16][O:14][C:5]1[C:4]([CH2:1][CH:2]=[CH2:3])([CH3:15])[C:13]2[C:8]([CH2:7][CH:6]=1)=[CH:9][CH:10]=[CH:11][CH:12]=2, predict the reactants needed to synthesize it. The reactants are: [CH2:1]([C:4]1([CH3:15])[C:13]2[C:8](=[CH:9][CH:10]=[CH:11][CH:12]=2)[CH2:7][CH2:6][C:5]1=[O:14])[CH:2]=[CH2:3].[CH3:16]OC(OC)OC.O.C1(C)C=CC(S(O)(=O)=O)=CC=1. (2) Given the product [NH2:14][C@H:15]([CH:16]=[O:257])[CH2:11][CH2:12][S:248][CH3:247].[CH3:27][CH2:26][C@@:25]1([OH:28])[C:23](=[O:24])[O:22][CH2:21][C:18]2[C:19]([N:14]3[C:15](=[CH:16][C:17]1=2)[C:11]1[N:10]=[C:9]2[C:4]([CH:5]=[CH:6][CH:7]=[CH:8]2)=[CH:3][C:12]=1[CH2:13]3)=[O:20], predict the reactants needed to synthesize it. The reactants are: CC[C:3]1[C:12]2[CH2:13][N:14]3[C:19](=[O:20])[C:18]4[CH2:21][O:22][C:23]([C@:25]([OH:28])([CH2:26][CH3:27])[C:17]=4[CH:16]=[C:15]3[C:11]=2[N:10]=[C:9]2[C:4]=1[CH:5]=[C:6](OC(N1CCC(N3CCCCC3)CC1)=O)[CH:7]=[CH:8]2)=[O:24].CCCCCCCCCCCCCCCCCC(OC[C@@H](OC(CCCCCCCCCCCCCCCCC)=O)COP(OCC[N+](C)(C)C)([O-])=O)=O.CCCCCCCCCCCCCCCCCC(OCC(OC(CCCCCCCCCCCCCCCCC)=O)COP(OCC(O)CO)(O)=O)=O.CCCCCCCCCCCCCCCCCC(OCC(OC(CCCCCCCCCCCCCCCCC)=O)COP(OCC(O)CO)(O)=O)=O.N(CCO)(CCO)CCO.C(O)[C@H]1O[C@H](O[C@]2(CO)O[C@H](CO)[C@@H](O)[C@@H]2O)[C@H](O)[C@@H](O)[C@@H]1O.C1N(CCO)CCN(C[CH2:247][S:248](O)(=O)=O)C1.C(N(CC(O)=O)CC(O)=O)CN(CC(O)=O)CC(O)=[O:257]. (3) The reactants are: [CH3:1][O:2][NH:3][C:4]([C:6]1[C:7](=[O:29])[C:8]2[CH:13]=[N:12][C:11](S(C)(=O)=O)=[N:10][C:9]=2[N:18]([C:20]2[CH:21]=[C:22]3[C:26](=[CH:27][CH:28]=2)[CH2:25][CH2:24][CH2:23]3)[CH:19]=1)=[O:5].[NH2:30][C:31]1[CH:32]=[C:33]([CH:44]=[CH:45][CH:46]=1)[C:34]([NH:36][CH2:37][CH2:38][N:39]1[CH2:43][CH2:42][CH2:41][CH2:40]1)=[O:35]. Given the product [CH3:1][O:2][NH:3][C:4]([C:6]1[C:7](=[O:29])[C:8]2[CH:13]=[N:12][C:11]([NH:30][C:31]3[CH:46]=[CH:45][CH:44]=[C:33]([C:34](=[O:35])[NH:36][CH2:37][CH2:38][N:39]4[CH2:40][CH2:41][CH2:42][CH2:43]4)[CH:32]=3)=[N:10][C:9]=2[N:18]([C:20]2[CH:21]=[C:22]3[C:26](=[CH:27][CH:28]=2)[CH2:25][CH2:24][CH2:23]3)[CH:19]=1)=[O:5], predict the reactants needed to synthesize it. (4) Given the product [Br:13][C:8]1[N:1]=[C:2]2[N:6]([CH:7]=1)[CH2:5][CH2:4][S:3]2, predict the reactants needed to synthesize it. The reactants are: [NH:1]=[C:2]1[N:6]([CH2:7][C:8](O)=O)[CH2:5][CH2:4][S:3]1.P(Br)(Br)([Br:13])=O. (5) Given the product [CH3:28][C:24]1[N:23]=[C:22](/[C:20](=[N:19]/[O:18][CH2:15][C:16]#[C:17][C:2]2[CH:7]=[CH:6][N:5]=[C:4]([C:8]3[CH:13]=[CH:12][CH:11]=[C:10]([CH3:14])[N:9]=3)[N:3]=2)/[CH3:21])[CH:27]=[CH:26][CH:25]=1, predict the reactants needed to synthesize it. The reactants are: Cl[C:2]1[CH:7]=[CH:6][N:5]=[C:4]([C:8]2[CH:13]=[CH:12][CH:11]=[C:10]([CH3:14])[N:9]=2)[N:3]=1.[CH2:15]([O:18][N:19]=[C:20]([C:22]1[CH:27]=[CH:26][CH:25]=[C:24]([CH3:28])[N:23]=1)[CH3:21])[C:16]#[CH:17].C(NC(C)C)(C)C. (6) Given the product [C:1]([N:4]1[CH2:8][CH2:7][CH2:6][C@@H:5]1[CH2:9][C:10]#[N:11])(=[O:3])[CH3:2], predict the reactants needed to synthesize it. The reactants are: [C:1]([N:4]1[CH2:8][CH2:7][CH2:6][C@H:5]1[CH2:9][C:10]#[N:11])(=[O:3])[CH3:2].Cl.N1CCC[C@@H]1CC#N.